This data is from Reaction yield outcomes from USPTO patents with 853,638 reactions. The task is: Predict the reaction yield, written as a fraction of the theoretical maximum amount of product (1.0 means a 100% yield; for example, 0.34 means a 34% yield). (1) The reactants are [F:1][C:2]1[CH:3]=[C:4]2[C:8](=[CH:9][CH:10]=1)[NH:7][N:6]=[C:5]2[CH2:11][C:12]([O:14][CH2:15][CH3:16])=[O:13].C(=O)([O-])[O-].[Cs+].[Cs+].[N+:23]([C:26]1[CH:33]=[CH:32][C:29]([CH2:30]Br)=[CH:28][CH:27]=1)([O-:25])=[O:24]. The yield is 0.382. The catalyst is O1CCCC1. The product is [F:1][C:2]1[CH:3]=[C:4]2[C:8](=[CH:9][CH:10]=1)[N:7]([CH2:30][C:29]1[CH:32]=[CH:33][C:26]([N+:23]([O-:25])=[O:24])=[CH:27][CH:28]=1)[N:6]=[C:5]2[CH2:11][C:12]([O:14][CH2:15][CH3:16])=[O:13]. (2) The reactants are [NH2:1][CH2:2][C@H:3]1[CH2:8][CH2:7][C@H:6](C(OC)=O)[CH2:5][CH2:4]1.[CH3:13][Mg]Br.CC(=O)[O:18][CH2:19][CH3:20]. The catalyst is C1COCC1. The product is [NH2:1][CH2:2][C@H:3]1[CH2:8][CH2:7][C@H:6]([C:19]([OH:18])([CH3:20])[CH3:13])[CH2:5][CH2:4]1. The yield is 0.392. (3) The reactants are [CH3:1]C([O-])(C)C.[K+].[I-].C[P+](C1C=CC=CC=1)(C1C=CC=CC=1)C1C=CC=CC=1.[CH:28]1[C:33]([CH:34]=O)=[CH:32][C:31]2[O:36][CH2:37][O:38][C:30]=2[CH:29]=1. The catalyst is C1COCC1. The product is [CH:34]([C:33]1[CH:28]=[CH:29][C:30]2[O:38][CH2:37][O:36][C:31]=2[CH:32]=1)=[CH2:1]. The yield is 0.940. (4) The product is [CH2:24]([O:23][C:21](=[O:22])[CH:26]=[C:9]([CH2:10][NH:11][C:12]([O:14][C:15]([CH3:18])([CH3:17])[CH3:16])=[O:13])[CH2:8][NH:7][C:6]([O:5][C:1]([CH3:4])([CH3:3])[CH3:2])=[O:20])[CH3:25]. The yield is 0.750. The reactants are [C:1]([O:5][C:6](=[O:20])[NH:7][CH2:8][C:9](=O)[CH2:10][NH:11][C:12]([O:14][C:15]([CH3:18])([CH3:17])[CH3:16])=[O:13])([CH3:4])([CH3:3])[CH3:2].[C:21]([CH:26]=P(C1C=CC=CC=1)(C1C=CC=CC=1)C1C=CC=CC=1)([O:23][CH2:24][CH3:25])=[O:22]. The catalyst is C1C=CC=CC=1. (5) The reactants are [CH2:1]([N:8]([CH2:10][C:11]1[C:12]([C:43](O)=[O:44])=[C:13]([N:28]([CH2:34][C:35]2[C:40]([F:41])=[CH:39][CH:38]=[CH:37][C:36]=2[F:42])[C:29](OCC)=[O:30])[S:14][C:15]=1[C:16]1[CH:21]=[CH:20][C:19]([NH:22][C:23]([NH:25][O:26][CH3:27])=[O:24])=[CH:18][CH:17]=1)[CH3:9])[C:2]1[CH:7]=[CH:6][CH:5]=[CH:4][CH:3]=1.[NH2:46][CH2:47][CH:48]([OH:50])[CH3:49]. The yield is 0.630. The product is [CH2:1]([N:8]([CH2:10][C:11]1[C:12]2[C:43](=[O:44])[N:46]([CH2:47][CH:48]([OH:50])[CH3:49])[C:29](=[O:30])[N:28]([CH2:34][C:35]3[C:36]([F:42])=[CH:37][CH:38]=[CH:39][C:40]=3[F:41])[C:13]=2[S:14][C:15]=1[C:16]1[CH:21]=[CH:20][C:19]([NH:22][C:23]([NH:25][O:26][CH3:27])=[O:24])=[CH:18][CH:17]=1)[CH3:9])[C:2]1[CH:3]=[CH:4][CH:5]=[CH:6][CH:7]=1. No catalyst specified. (6) The reactants are [I:1][C:2]1[C:15]([C:16]([O:18][CH2:19][CH3:20])=[O:17])=[C:5]2[C:6](=O)[NH:7][CH:8]([C:10]([F:13])([F:12])[F:11])[CH2:9][N:4]2[N:3]=1. The catalyst is C1COCC1. The product is [I:1][C:2]1[C:15]([C:16]([O:18][CH2:19][CH3:20])=[O:17])=[C:5]2[CH2:6][NH:7][CH:8]([C:10]([F:12])([F:11])[F:13])[CH2:9][N:4]2[N:3]=1. The yield is 0.250. (7) The product is [CH3:33][CH:21]([N:20]1[C:16]([C:14]2[S:15][C:11]([C:7]3[CH:8]=[CH:9][CH:10]=[C:5]([S:2]([CH3:1])(=[O:4])=[O:3])[CH:6]=3)=[CH:12][CH:13]=2)=[CH:17][C:18]([C:27]([F:30])([F:29])[F:28])=[N:19]1)[C:22]([OH:24])=[O:23]. The yield is 0.630. The catalyst is O. The reactants are [CH3:1][S:2]([C:5]1[CH:6]=[C:7]([C:11]2[S:15][C:14]([C:16]3[N:20]([CH2:21][C:22]([O:24]CC)=[O:23])[N:19]=[C:18]([C:27]([F:30])([F:29])[F:28])[CH:17]=3)=[CH:13][CH:12]=2)[CH:8]=[CH:9][CH:10]=1)(=[O:4])=[O:3].[OH-].[Li+].[CH2:33]1COCC1. (8) The reactants are [CH3:1][O-].[Na+].[C:4]1(=O)[CH2:10][CH2:9][CH2:8][CH2:7][CH2:6][CH2:5]1.C([O:14][CH2:15][CH3:16])=O. The catalyst is C1(C)C=CC=CC=1. The product is [CH3:1][C:6]1([CH3:5])[CH2:7][CH2:8][CH2:9][CH2:10][CH2:4]/[C:16]/1=[CH:15]\[OH:14]. The yield is 0.570. (9) The reactants are [CH3:1][S:2][C:3]1[CH:8]=[C:7]([C:9]2[S:10][CH:11]=[CH:12][CH:13]=2)O[C:5](=O)[C:4]=1[C:15]([O:17][CH3:18])=[O:16].[C:19]1([N:25]2[CH:33]=[C:32]3[C:27]([CH2:28][CH2:29][CH2:30]C3=O)=[N:26]2)[CH:24]=[CH:23][CH:22]=[CH:21][CH:20]=1.[OH-].[K+].Cl. The catalyst is CN(C=O)C. The product is [CH3:1][S:2][C:3]1[CH:8]=[C:7]([C:9]2[S:10][CH:11]=[CH:12][CH:13]=2)[C:30]2[CH2:29][CH2:28][C:27]3[C:32](=[CH:33][N:25]([C:19]4[CH:24]=[CH:23][CH:22]=[CH:21][CH:20]=4)[N:26]=3)[C:5]=2[C:4]=1[C:15]([O:17][CH3:18])=[O:16]. The yield is 0.490.